The task is: Regression. Given a peptide amino acid sequence and an MHC pseudo amino acid sequence, predict their binding affinity value. This is MHC class I binding data.. This data is from Peptide-MHC class I binding affinity with 185,985 pairs from IEDB/IMGT. The peptide sequence is KLMSGKDVFY. The MHC is HLA-A01:01 with pseudo-sequence HLA-A01:01. The binding affinity (normalized) is 0.325.